This data is from Blood-brain barrier penetration binary classification data from Martins et al.. The task is: Regression/Classification. Given a drug SMILES string, predict its absorption, distribution, metabolism, or excretion properties. Task type varies by dataset: regression for continuous measurements (e.g., permeability, clearance, half-life) or binary classification for categorical outcomes (e.g., BBB penetration, CYP inhibition). Dataset: bbb_martins. (1) The compound is CCCCCC(=O)CC[C@]1(C)[C@@H]2Cc3ccc(O)cc3[C@@]1(C)CCN2C. The result is 1 (penetrates BBB). (2) The compound is CC(C)CCC(=O)CC1c2ccccc2C(=O)N1c1ccc2ccc(Cl)nc2n1. The result is 1 (penetrates BBB). (3) The molecule is O=C(c1ccc(F)cc1)C1CCN(CCCN2c3ccccc3Sc3ccc(C(F)(F)F)cc32)CC1. The result is 1 (penetrates BBB). (4) The drug is O=C1CC[C@H](C(=O)N2CCCCC2)N1. The result is 1 (penetrates BBB). (5) The compound is CC1(C)S[C@@H]2[C@H](NC(=O)[C@H](N)c3ccccc3)C(=O)N2[C@H]1C(=O)OC1OC(=O)c2ccccc21. The result is 0 (does not penetrate BBB). (6) The drug is C=CCC(CC)(CC)C(N)=O. The result is 1 (penetrates BBB).